Dataset: NCI-60 drug combinations with 297,098 pairs across 59 cell lines. Task: Regression. Given two drug SMILES strings and cell line genomic features, predict the synergy score measuring deviation from expected non-interaction effect. (1) Drug 1: CC1=C(C=C(C=C1)NC2=NC=CC(=N2)N(C)C3=CC4=NN(C(=C4C=C3)C)C)S(=O)(=O)N.Cl. Drug 2: CC1=C(C=C(C=C1)NC(=O)C2=CC=C(C=C2)CN3CCN(CC3)C)NC4=NC=CC(=N4)C5=CN=CC=C5. Cell line: 786-0. Synergy scores: CSS=2.96, Synergy_ZIP=-1.31, Synergy_Bliss=-4.51, Synergy_Loewe=-5.86, Synergy_HSA=-4.01. (2) Cell line: K-562. Drug 1: CCCCCOC(=O)NC1=NC(=O)N(C=C1F)C2C(C(C(O2)C)O)O. Synergy scores: CSS=12.4, Synergy_ZIP=-2.87, Synergy_Bliss=-0.255, Synergy_Loewe=-6.86, Synergy_HSA=-2.09. Drug 2: C1CN(CCN1C(=O)CCBr)C(=O)CCBr. (3) Cell line: HOP-92. Drug 2: C1CN(P(=O)(OC1)NCCCl)CCCl. Drug 1: CN1C(=O)N2C=NC(=C2N=N1)C(=O)N. Synergy scores: CSS=-3.12, Synergy_ZIP=0.863, Synergy_Bliss=0.822, Synergy_Loewe=-5.92, Synergy_HSA=-4.46. (4) Drug 1: C1C(C(OC1N2C=NC3=C(N=C(N=C32)Cl)N)CO)O. Drug 2: CC12CCC3C(C1CCC2OP(=O)(O)O)CCC4=C3C=CC(=C4)OC(=O)N(CCCl)CCCl.[Na+]. Cell line: MCF7. Synergy scores: CSS=-2.11, Synergy_ZIP=2.15, Synergy_Bliss=1.52, Synergy_Loewe=-10.7, Synergy_HSA=-5.75. (5) Drug 1: CCC1=C2CN3C(=CC4=C(C3=O)COC(=O)C4(CC)O)C2=NC5=C1C=C(C=C5)O. Drug 2: B(C(CC(C)C)NC(=O)C(CC1=CC=CC=C1)NC(=O)C2=NC=CN=C2)(O)O. Cell line: SF-539. Synergy scores: CSS=63.2, Synergy_ZIP=-0.519, Synergy_Bliss=0.171, Synergy_Loewe=-3.75, Synergy_HSA=1.99. (6) Drug 1: COC1=C(C=C2C(=C1)N=CN=C2NC3=CC(=C(C=C3)F)Cl)OCCCN4CCOCC4. Drug 2: CC12CCC3C(C1CCC2OP(=O)(O)O)CCC4=C3C=CC(=C4)OC(=O)N(CCCl)CCCl.[Na+]. Cell line: KM12. Synergy scores: CSS=10.7, Synergy_ZIP=-8.94, Synergy_Bliss=-9.25, Synergy_Loewe=-17.3, Synergy_HSA=-6.61. (7) Drug 1: CC1=CC=C(C=C1)C2=CC(=NN2C3=CC=C(C=C3)S(=O)(=O)N)C(F)(F)F. Drug 2: CCC1=C2CN3C(=CC4=C(C3=O)COC(=O)C4(CC)O)C2=NC5=C1C=C(C=C5)O. Cell line: SNB-19. Synergy scores: CSS=15.7, Synergy_ZIP=6.16, Synergy_Bliss=9.21, Synergy_Loewe=-36.0, Synergy_HSA=-0.321.